From a dataset of Experimentally validated miRNA-target interactions with 360,000+ pairs, plus equal number of negative samples. Binary Classification. Given a miRNA mature sequence and a target amino acid sequence, predict their likelihood of interaction. (1) The miRNA is mmu-miR-219a-5p with sequence UGAUUGUCCAAACGCAAUUCU. The protein sequence of the target gene is MSAARLSAVAQSTVYAFSARPLAGGEPVSLGSLRGKVLLIENVASLUGTTTRDYTEMNDLQKRLGPRGLVVLGFPCNQFGHQENGKNEEILNSLKYVRPGGGFEPNFTLFEKCEVNGEKAHPLFTFLRNALPAPSDDPTALMTDPKYIIWSPVCRNDISWNFEKFLVGPDGVPVRRYSRRFRTIDIEPDIEALLSKQPSNP. Result: 0 (no interaction). (2) The miRNA is hsa-miR-5089-5p with sequence GUGGGAUUUCUGAGUAGCAUC. The protein sequence of the target gene is MAAQLLEEKLTCAICLGLYQDPVTLPCGHNFCGACIRDWWDRCGKACPECREPFPDGAELRRNVALSGVLEVVRAGPARDPGPDPGPGPDPAARCPRHGRPLELFCRTEGRCVCSVCTVRECRLHERALLDAERLKREAQLRASLEVTQQQATQAEGQLLELRKQSSQIQNSACILASWVSGKFSSLLQALEIQHTTALRSIEVAKTQALAQARDEEQRLRVHLEAVARHGCRIRELLEQVDEQTFLQESQLLQPPGPLGPLTPLQWDEDQQLGDLKQLLSRLCGLLLEEGSHPGAPAKP.... Result: 1 (interaction). (3) The miRNA is hsa-miR-6801-3p with sequence ACCCCUGCCACUCACUGGCC. The protein sequence of the target gene is MDTRSGSQCSVTPEAILNNEKLVLPPRISRVNGWSLPLHYFQVVTWAVFVGLSSATFGIFIPFLPHAWKYIAYVVTGGIFSFHLVVHLIASCIDPADSNVRLMKNYSQPMPLFDRSKHAHVIQNQFCHLCKVTVNKKTKHCISCNKCVSGFDHHCKWINNCVGSRNYWFFFSTVASATAGMLCLIAILLYVLVQYLVNPGVLRTDPRYEDVKNMNTWLLFLPLFPVQVQTLIVVIIGMLVLLLDFLGLVHLGQLLIFHIYLKAKKMTTFEYLINNRKEESSKHQAVRKDPYVQMDKGVLQ.... Result: 0 (no interaction). (4) The miRNA is hsa-miR-182-5p with sequence UUUGGCAAUGGUAGAACUCACACU. The protein sequence of the target gene is MAADEVAGGARKATKSKLFEFLVHGVRPGMPSGARMPHQGAPMGPPGSPYMGSPAVRPGLAPAGMEPARKRAAPPPGQSQAQSQGQPVPTAPARSRSAKRRKMADKILPQRIRELVPESQAYMDLLAFERKLDQTIMRKRVDIQEALKRPMKQKRKLRLYISNTFNPAKPDAEDSDGSIASWELRVEGKLLDDPSKQKRKFSSFFKSLVIELDKDLYGPDNHLVEWHRTPTTQETDGFQVKRPGDLSVRCTLLLMLDYQPPQFKLDPRLARLLGLHTQSRSAIVQALWQYVKTNRLQDSH.... Result: 1 (interaction). (5) The miRNA is hsa-miR-6747-3p with sequence UCCUGCCUUCCUCUGCACCAG. The protein sequence of the target gene is MEDPSGAREPRARPRERDPGRRPHPDQGRTHDRPRDRPGDPRRKRSSDGNRRRDGDRDPERDQERDGNRDRNRDRERERERERDPDRGPRRDTHRDAGPRAGEHGVWEKPRQSRTRDGARGLTWDAAAPPGPAPWEAPEPPQPQRKGDPGRRRPESEPPSERYLPSTPRPGREEVEYYQSEAEGLLECHKCKYLCTGRACCQMLEVLLNLLILACSSVSYSSTGGYTGITSLGGIYYYQFGGAYSGFDGADGEKAQQLDVQFYQLKLPMVTVAMACSGALTALCCLFVAMGVLRVPWHCP.... Result: 1 (interaction).